From a dataset of Experimentally validated miRNA-target interactions with 360,000+ pairs, plus equal number of negative samples. Binary Classification. Given a miRNA mature sequence and a target amino acid sequence, predict their likelihood of interaction. The miRNA is hsa-miR-1292-3p with sequence UCGCGCCCCGGCUCCCGUUC. The protein sequence of the target gene is MMIHGFQSSHQDFSFGPWKLTASKTHIMKSADVEKLADELHMPSLPEMMFGDNVLRIQHGSGFGIEFNATDALRCVNNYQGMLKVACAEEWQESRTEGEHSKEVIKPYDWTYTTDYKGTLLGESLKLKVVPTTDHIDTEKLKAREQIKFFEEVLLFEDELHDHGVSSLSVKIRVMPSSFFLLLRFFLRIDGVLIRMNDTRLYHEADKTYMLREYTSRESKIANLMHVPPSLFTEPNEISQYLPIKEAVCEKLVFPERIDPNPVDSQSTPSE. Result: 0 (no interaction).